This data is from Catalyst prediction with 721,799 reactions and 888 catalyst types from USPTO. The task is: Predict which catalyst facilitates the given reaction. Reactant: [Br:1][C:2]1[CH:3]=[C:4]([S:8][CH:9]2[CH2:15][CH2:14][CH2:13][N:12]([C:16]([O:18][C:19]([CH3:22])([CH3:21])[CH3:20])=[O:17])[CH2:11][CH:10]2[OH:23])[CH:5]=[CH:6][CH:7]=1.CC(OI1(OC(C)=O)(OC(C)=O)OC(=O)C2C=CC=CC1=2)=O.C([O-])(O)=O.[Na+].[O-]S([O-])(=S)=O.[Na+].[Na+]. Product: [Br:1][C:2]1[CH:3]=[C:4]([S:8][CH:9]2[CH2:15][CH2:14][CH2:13][N:12]([C:16]([O:18][C:19]([CH3:21])([CH3:20])[CH3:22])=[O:17])[CH2:11][C:10]2=[O:23])[CH:5]=[CH:6][CH:7]=1. The catalyst class is: 34.